Dataset: Full USPTO retrosynthesis dataset with 1.9M reactions from patents (1976-2016). Task: Predict the reactants needed to synthesize the given product. Given the product [C:19]1([C:18]([N:8]2[C:7](=[O:11])[CH:6]=[N:5][NH:4][C:9]2=[O:10])=[O:25])[CH:24]=[CH:23][CH:22]=[CH:21][CH:20]=1, predict the reactants needed to synthesize it. The reactants are: C([N:4]1[C:9](=[O:10])[NH:8][C:7](=[O:11])[CH:6]=[N:5]1)(=O)C.N1C=CC=CC=1.[C:18](Cl)(=[O:25])[C:19]1[CH:24]=[CH:23][CH:22]=[CH:21][CH:20]=1.Cl.